This data is from Peptide-MHC class II binding affinity with 134,281 pairs from IEDB. The task is: Regression. Given a peptide amino acid sequence and an MHC pseudo amino acid sequence, predict their binding affinity value. This is MHC class II binding data. The peptide sequence is IFSKNLNIKLNMPLY. The MHC is DRB1_0405 with pseudo-sequence DRB1_0405. The binding affinity (normalized) is 0.374.